The task is: Predict the product of the given reaction.. This data is from Forward reaction prediction with 1.9M reactions from USPTO patents (1976-2016). (1) The product is: [CH3:1][O:2][C:3](=[O:24])[C:4](=[C:5]1[C:9](=[O:10])[N:8]([C:11]2[CH:16]=[CH:15][CH:14]=[C:13]([Cl:17])[CH:12]=2)[N:7]=[C:6]1[CH3:18])[C:19]([F:21])([F:20])[F:22]. Given the reactants [CH3:1][O:2][C:3](=[O:24])[C:4](O)([C:19]([F:22])([F:21])[F:20])[C:5]1[C:9](=[O:10])[N:8]([C:11]2[CH:16]=[CH:15][CH:14]=[C:13]([Cl:17])[CH:12]=2)[NH:7][C:6]=1[CH3:18].S(Cl)(Cl)=O, predict the reaction product. (2) Given the reactants [CH3:1][C:2]1([N+:15]([O-])=O)O[CH:3]1[C:5]1[CH:14]=[CH:13][C:8]([C:9]([O:11][CH3:12])=[O:10])=[CH:7][CH:6]=1.[NH2:18][C:19](=[NH:24])[NH:20][C:21](N)=[S:22], predict the reaction product. The product is: [NH2:24][C:19]([NH:20][C:21]1[S:22][C:3]([C:5]2[CH:14]=[CH:13][C:8]([C:9]([O:11][CH3:12])=[O:10])=[CH:7][CH:6]=2)=[C:2]([CH3:1])[N:15]=1)=[NH:18]. (3) Given the reactants [NH2:1][C:2]1[CH:7]=[CH:6][C:5]([CH2:8][N:9]2[CH2:14][CH2:13][N:12]([C:15]([O:17][C:18]([CH3:21])([CH3:20])[CH3:19])=[O:16])[C@@H:11]([CH3:22])[CH2:10]2)=[C:4]([CH3:23])[CH:3]=1.[CH3:24][C@H]1CN(CC2C=CC(NC)=CC=2)CCN1C(OC(C)(C)C)=O.[BH4-].[Na+], predict the reaction product. The product is: [CH3:22][C@H:11]1[CH2:10][N:9]([CH2:8][C:5]2[CH:6]=[CH:7][C:2]([NH:1][CH3:24])=[CH:3][C:4]=2[CH3:23])[CH2:14][CH2:13][N:12]1[C:15]([O:17][C:18]([CH3:19])([CH3:21])[CH3:20])=[O:16]. (4) Given the reactants C(Cl)CCl.[C:5]([O:9][C:10]([NH:12][C@@H:13]([C@H:15]([C:18]1[O:19][CH:20]=[C:21]([C:23]([OH:25])=O)[N:22]=1)[CH2:16][CH3:17])[CH3:14])=[O:11])([CH3:8])([CH3:7])[CH3:6].C1C=CC2N(O)N=[N:32]C=2C=1, predict the reaction product. The product is: [C:5]([O:9][C:10](=[O:11])[NH:12][C@@H:13]([C@H:15]([C:18]1[O:19][CH:20]=[C:21]([C:23](=[O:25])[NH2:32])[N:22]=1)[CH2:16][CH3:17])[CH3:14])([CH3:6])([CH3:7])[CH3:8]. (5) Given the reactants [F:1][C:2]([F:34])([F:33])[C:3]1[CH:4]=[C:5]([C@H:13]([O:15][C@H:16]2[CH2:21][CH2:20][C@H:19]([CH2:22][OH:23])[C@@H:18]([CH2:24][OH:25])[C@@H:17]2[C:26]2[CH:31]=[CH:30][C:29]([F:32])=[CH:28][CH:27]=2)[CH3:14])[CH:6]=[C:7]([C:9]([F:12])([F:11])[F:10])[CH:8]=1.[C:35](Cl)(=[O:37])[CH3:36], predict the reaction product. The product is: [C:35]([O:23][CH2:22][C@H:19]1[CH2:20][CH2:21][C@H:16]([O:15][C@@H:13]([C:5]2[CH:4]=[C:3]([C:2]([F:1])([F:33])[F:34])[CH:8]=[C:7]([C:9]([F:10])([F:11])[F:12])[CH:6]=2)[CH3:14])[C@@H:17]([C:26]2[CH:27]=[CH:28][C:29]([F:32])=[CH:30][CH:31]=2)[C@@H:18]1[CH2:24][OH:25])(=[O:37])[CH3:36]. (6) Given the reactants [F:1][C:2]([F:16])([F:15])/[CH:3]=[CH:4]/[C:5]1[CH:13]=[CH:12][C:8]([C:9]([OH:11])=O)=[C:7]([CH3:14])[CH:6]=1.C(Cl)(=O)C(Cl)=O.[NH2:23][C:24]1[CH:33]=[C:32]2[C:27]([CH:28]=[C:29]([CH:34]([OH:36])[CH3:35])[CH:30]=[N:31]2)=[CH:26][CH:25]=1, predict the reaction product. The product is: [OH:36][CH:34]([C:29]1[CH:30]=[N:31][C:32]2[C:27]([CH:28]=1)=[CH:26][CH:25]=[C:24]([NH:23][C:9](=[O:11])[C:8]1[CH:12]=[CH:13][C:5](/[CH:4]=[CH:3]/[C:2]([F:1])([F:16])[F:15])=[CH:6][C:7]=1[CH3:14])[CH:33]=2)[CH3:35]. (7) Given the reactants [Cl:1][C:2]1[C:3]([F:27])=[CH:4][C:5]([C:25]#[N:26])=[C:6]([CH:24]=1)[O:7][C@@H:8]([C:19]1[S:20][CH:21]=[CH:22][N:23]=1)[CH2:9][CH2:10][NH:11]C(=O)OC(C)(C)C, predict the reaction product. The product is: [ClH:1].[NH2:11][CH2:10][CH2:9][C@@H:8]([O:7][C:6]1[CH:24]=[C:2]([Cl:1])[C:3]([F:27])=[CH:4][C:5]=1[C:25]#[N:26])[C:19]1[S:20][CH:21]=[CH:22][N:23]=1.